This data is from Catalyst prediction with 721,799 reactions and 888 catalyst types from USPTO. The task is: Predict which catalyst facilitates the given reaction. (1) Reactant: C(OC([N:8]1[CH2:13][CH2:12][CH:11]([C:14](=[O:34])[C:15]2[CH:20]=[CH:19][CH:18]=[C:17]([O:21][Si:22]([CH:29]([CH3:31])[CH3:30])([CH:26]([CH3:28])[CH3:27])[CH:23]([CH3:25])[CH3:24])[C:16]=2[O:32][CH3:33])[CH2:10][CH2:9]1)=O)(C)(C)C.C([O-])(O)=O.[Na+]. Product: [CH3:33][O:32][C:16]1[C:17]([O:21][Si:22]([CH:23]([CH3:25])[CH3:24])([CH:29]([CH3:31])[CH3:30])[CH:26]([CH3:28])[CH3:27])=[CH:18][CH:19]=[CH:20][C:15]=1[C:14]([CH:11]1[CH2:10][CH2:9][NH:8][CH2:13][CH2:12]1)=[O:34]. The catalyst class is: 55. (2) Reactant: FC(F)(F)C(O)=O.C([O:12][C:13](=[O:35])[CH:14]([CH2:18][S:19]([N:22]1[CH2:27][CH2:26][N:25]([C:28]2[CH:33]=[CH:32][C:31]([Br:34])=[CH:30][CH:29]=2)[CH2:24][CH2:23]1)(=[O:21])=[O:20])[CH:15]([CH3:17])[CH3:16])(C)(C)C. Product: [Br:34][C:31]1[CH:32]=[CH:33][C:28]([N:25]2[CH2:26][CH2:27][N:22]([S:19]([CH2:18][CH:14]([CH:15]([CH3:17])[CH3:16])[C:13]([OH:35])=[O:12])(=[O:21])=[O:20])[CH2:23][CH2:24]2)=[CH:29][CH:30]=1. The catalyst class is: 4. (3) Reactant: [OH-].[Na+].[Cl:3][C:4]1[CH:9]=[C:8]([CH3:10])[CH:7]=[CH:6][C:5]=1[C:11]1[N:12]=[CH:13][S:14][C:15]=1[S:16][CH2:17][C:18]([O:20]C)=[O:19].C(O)(C(F)(F)F)=O. Product: [Cl:3][C:4]1[CH:9]=[C:8]([CH3:10])[CH:7]=[CH:6][C:5]=1[C:11]1[N:12]=[CH:13][S:14][C:15]=1[S:16][CH2:17][C:18]([OH:20])=[O:19]. The catalyst class is: 148. (4) Reactant: [CH2:1]([O:3][C:4]1[CH:5]=[C:6]([C:16](=[O:18])[CH3:17])[CH:7]=[C:8]([S:10]([F:15])([F:14])([F:13])([F:12])[F:11])[CH:9]=1)[CH3:2].[Br-:19].[Br-].[Br-].C1([N+](C)(C)C)C=CC=CC=1.C1([N+](C)(C)C)C=CC=CC=1.C1([N+](C)(C)C)C=CC=CC=1. Product: [Br:19][CH2:17][C:16]([C:6]1[CH:7]=[C:8]([S:10]([F:11])([F:12])([F:13])([F:15])[F:14])[CH:9]=[C:4]([O:3][CH2:1][CH3:2])[CH:5]=1)=[O:18]. The catalyst class is: 76. (5) Reactant: [C:1]([C:3]1[CH:8]=[CH:7][C:6]([CH2:9][CH2:10][CH2:11][C:12](O)=[O:13])=[C:5]([NH:15][C:16](=[O:29])[CH:17]([C:19]2[C:28]3[C:23](=[CH:24][CH:25]=[CH:26][CH:27]=3)[CH:22]=[CH:21][CH:20]=2)[CH3:18])[CH:4]=1)#[N:2].O. Product: [C:1]([C:3]1[CH:8]=[CH:7][C:6]([CH2:9][CH2:10][CH2:11][CH2:12][OH:13])=[C:5]([NH:15][C:16](=[O:29])[CH:17]([C:19]2[C:28]3[C:23](=[CH:24][CH:25]=[CH:26][CH:27]=3)[CH:22]=[CH:21][CH:20]=2)[CH3:18])[CH:4]=1)#[N:2]. The catalyst class is: 1. (6) Reactant: [Br:1][C:2]1[CH:3]=[C:4]2[C:8](=[CH:9][CH:10]=1)[NH:7][C:6](=[O:11])[CH2:5]2.[CH:12]([C:14]1[NH:15][C:16]([CH3:28])=[C:17]([S:24]([CH3:27])(=[O:26])=[O:25])[C:18]=1[CH2:19][CH2:20][C:21]([OH:23])=[O:22])=O.N1CCCCC1. Product: [Br:1][C:2]1[CH:3]=[C:4]2[C:8](=[CH:9][CH:10]=1)[NH:7][C:6](=[O:11])/[C:5]/2=[CH:12]\[C:14]1[NH:15][C:16]([CH3:28])=[C:17]([S:24]([CH3:27])(=[O:26])=[O:25])[C:18]=1[CH2:19][CH2:20][C:21]([OH:23])=[O:22]. The catalyst class is: 8. (7) Product: [C:18]([O:17][C:16]([N:15]([CH2:14][CH:13]1[CH2:12][CH2:11][N:10]([C:47]([NH:46][C:45]2[CH:44]=[CH:43][C:38]([C:39]([O:41][CH3:42])=[O:40])=[CH:37][C:36]=2[Cl:35])=[O:48])[CH2:9][CH:8]1[C:4]1[CH:5]=[CH:6][CH:7]=[C:2]([F:1])[CH:3]=1)[C@@H:23]([C:25]1[C:34]2[C:29](=[CH:30][CH:31]=[CH:32][CH:33]=2)[CH:28]=[CH:27][CH:26]=1)[CH3:24])=[O:22])([CH3:19])([CH3:21])[CH3:20]. Reactant: [F:1][C:2]1[CH:3]=[C:4]([CH:8]2[CH:13]([CH2:14][N:15]([C@@H:23]([C:25]3[C:34]4[C:29](=[CH:30][CH:31]=[CH:32][CH:33]=4)[CH:28]=[CH:27][CH:26]=3)[CH3:24])[C:16](=[O:22])[O:17][C:18]([CH3:21])([CH3:20])[CH3:19])[CH2:12][CH2:11][NH:10][CH2:9]2)[CH:5]=[CH:6][CH:7]=1.[Cl:35][C:36]1[CH:37]=[C:38]([CH:43]=[CH:44][C:45]=1[NH:46][C:47](OC1C=CC([N+]([O-])=O)=CC=1)=[O:48])[C:39]([O:41][CH3:42])=[O:40].C(N(CC)CC)C.C(=O)([O-])O.[Na+]. The catalyst class is: 1. (8) Reactant: F[P-](F)(F)(F)(F)F.N1(OC(N(C)C)=[N+](C)C)C2C=CC=CC=2N=N1.[C:25]([N:32]1[CH2:37][CH2:36][CH2:35][CH2:34][C@@H:33]1[C:38]([OH:40])=O)([O:27][C:28]([CH3:31])([CH3:30])[CH3:29])=[O:26].CCN(C(C)C)C(C)C.[N+:50]([C:53]1[CH:58]=[C:57]([NH2:59])[CH:56]=[CH:55][C:54]=1[NH2:60])([O-:52])=[O:51]. Product: [NH2:60][C:54]1[CH:55]=[CH:56][C:57]([NH:59][C:38]([C@H:33]2[CH2:34][CH2:35][CH2:36][CH2:37][N:32]2[C:25]([O:27][C:28]([CH3:29])([CH3:30])[CH3:31])=[O:26])=[O:40])=[CH:58][C:53]=1[N+:50]([O-:52])=[O:51]. The catalyst class is: 3. (9) Reactant: [C:1]1([S:11]([N:14]2[CH2:19][CH2:18][NH:17][CH2:16][CH2:15]2)(=[O:13])=[O:12])[C:10]2[C:5](=[CH:6][CH:7]=[CH:8][CH:9]=2)[CH:4]=[CH:3][CH:2]=1.[CH:20]1([CH2:23][C:24](O)=[O:25])[CH2:22][CH2:21]1.Cl.CN(C)CCCN=C=NCC.C(N(C(C)C)CC)(C)C. Product: [CH:20]1([CH2:23][C:24]([N:17]2[CH2:16][CH2:15][N:14]([S:11]([C:1]3[C:10]4[C:5](=[CH:6][CH:7]=[CH:8][CH:9]=4)[CH:4]=[CH:3][CH:2]=3)(=[O:13])=[O:12])[CH2:19][CH2:18]2)=[O:25])[CH2:22][CH2:21]1. The catalyst class is: 4.